Dataset: TCR-epitope binding with 47,182 pairs between 192 epitopes and 23,139 TCRs. Task: Binary Classification. Given a T-cell receptor sequence (or CDR3 region) and an epitope sequence, predict whether binding occurs between them. (1) The epitope is VLWAHGFEL. The TCR CDR3 sequence is CASSYYQGGETQYF. Result: 0 (the TCR does not bind to the epitope). (2) The epitope is RLYYDSMSY. The TCR CDR3 sequence is CATTGGYQETQYF. Result: 0 (the TCR does not bind to the epitope). (3) The epitope is TPINLVRDL. The TCR CDR3 sequence is CSVDVGTGPGYTF. Result: 0 (the TCR does not bind to the epitope). (4) The epitope is MMISAGFSL. The TCR CDR3 sequence is CASSLAGNPYEQYF. Result: 0 (the TCR does not bind to the epitope).